Dataset: Reaction yield outcomes from USPTO patents with 853,638 reactions. Task: Predict the reaction yield, written as a fraction of the theoretical maximum amount of product (1.0 means a 100% yield; for example, 0.34 means a 34% yield). (1) The reactants are [S:1]([O:6][CH3:7])([O:4]C)(=[O:3])=[O:2].C[C:9]1[NH:10][CH:11]=[CH:12][N:13]=1.[CH3:14][O:15][CH2:16][CH2:17]O. No catalyst specified. The product is [CH3:14][O:15][CH2:16][CH2:7][O:6][S:1]([O-:4])(=[O:2])=[O:3].[CH3:11][N+:10]1[CH:17]=[CH:16][N:13]([CH3:12])[CH:9]=1. The yield is 1.00. (2) The reactants are [Cl:1][C:2]1[CH:21]=[C:20]([Cl:22])[CH:19]=[CH:18][C:3]=1[CH2:4][N:5]1[C:9]([CH2:10][CH2:11][C:12]([O:14][CH2:15][CH3:16])=[O:13])=[CH:8][C:7]([OH:17])=[N:6]1.[CH2:23](O)[C:24]1[CH:29]=[CH:28][CH:27]=[CH:26][CH:25]=1.C(P(CCCC)CCCC)CCC.N(C(N1CCCCC1)=O)=NC(N1CCCCC1)=O. The catalyst is O1CCCC1. The product is [CH2:23]([O:17][C:7]1[CH:8]=[C:9]([CH2:10][CH2:11][C:12]([O:14][CH2:15][CH3:16])=[O:13])[N:5]([CH2:4][C:3]2[CH:18]=[CH:19][C:20]([Cl:22])=[CH:21][C:2]=2[Cl:1])[N:6]=1)[C:24]1[CH:29]=[CH:28][CH:27]=[CH:26][CH:25]=1. The yield is 0.400. (3) The reactants are C([Li])CCC.[CH3:6][CH2:7][CH2:8][CH2:9][CH2:10][CH3:11].[C:12]1([CH:18]([N:20]2[CH:24]=[CH:23][N:22]=[CH:21]2)C)C=CC=CC=1.[C:25]1([CH2:31][N:32]2[CH2:37][CH2:36][C:35](=[O:38])[CH2:34][CH2:33]2)[CH:30]=[CH:29][CH:28]=[CH:27][CH:26]=1. The catalyst is C1COCC1.O. The product is [C:8]1([CH2:12][CH2:18][N:20]2[CH:24]=[CH:23][N:22]=[C:21]2[C:35]2([OH:38])[CH2:36][CH2:37][N:32]([CH2:31][C:25]3[CH:26]=[CH:27][CH:28]=[CH:29][CH:30]=3)[CH2:33][CH2:34]2)[CH:7]=[CH:6][CH:11]=[CH:10][CH:9]=1. The yield is 0.750. (4) The reactants are C(OC([N:8]1[CH2:13][CH2:12][CH:11]([NH:14][C:15]2[CH:20]=[CH:19][CH:18]=[CH:17][C:16]=2[C:21]([F:24])([F:23])[F:22])[CH2:10][CH2:9]1)=O)(C)(C)C.[ClH:25]. The catalyst is O1CCOCC1. The product is [ClH:25].[ClH:25].[NH:8]1[CH2:9][CH2:10][CH:11]([NH:14][C:15]2[CH:20]=[CH:19][CH:18]=[CH:17][C:16]=2[C:21]([F:22])([F:23])[F:24])[CH2:12][CH2:13]1. The yield is 0.410. (5) The reactants are [H-].[Na+:2].[C:3]([O:9][CH2:10][CH3:11])(=[O:8])[CH2:4][C:5]([CH3:7])=O.Cl[CH2:13][C:14](=[O:20])[CH2:15][C:16]([O:18][CH3:19])=[O:17]. The catalyst is C1COCC1. The product is [CH2:10]([O:9][C:3]([C:4]1[CH2:13][C:14]([O-:20])=[C:15]([C:16]([O:18][CH3:19])=[O:17])[C:5]=1[CH3:7])=[O:8])[CH3:11].[Na+:2]. The yield is 0.980. (6) The reactants are [NH2:1][CH2:2][C:3]1[CH:28]=[CH:27][CH:26]=[CH:25][C:4]=1[CH2:5][O:6][C:7]1[N:12]=[CH:11][N:10]([CH2:13][C:14]2[CH:19]=[CH:18][C:17]([O:20][CH3:21])=[CH:16][CH:15]=2)[C:9](=[O:22])[C:8]=1[CH2:23][CH3:24].C(C1C=C(NC(NCC2C=CC=CC=2COC2N=CN(CC3C=CC(OC)=CC=3)C(=O)C=2CC)=O)N(C2C=CC(C)=CC=2)N=1)(C)(C)C.C(N(CC)CC)C.[C:83]([C:87]1[CH:91]=[C:90]([NH:92][C:93](=O)[O:94]C2C=CC([N+]([O-])=O)=CC=2)[N:89]([C:105]2[CH:110]=[CH:109][CH:108]=[C:107]([O:111][CH3:112])[CH:106]=2)[N:88]=1)([CH3:86])([CH3:85])[CH3:84].BrC1C(=O)N(CC2C=CC(OC)=CC=2)C(C)=CC=1OCC1C=CC=CC=1CNC(NC1N(C2C=CC=C(OC)C=2)N=C(C(C)(C)C)C=1)=O. The catalyst is C(Cl)Cl. The product is [C:83]([C:87]1[CH:91]=[C:90]([NH:92][C:93]([NH:1][CH2:2][C:3]2[CH:28]=[CH:27][CH:26]=[CH:25][C:4]=2[CH2:5][O:6][C:7]2[N:12]=[CH:11][N:10]([CH2:13][C:14]3[CH:19]=[CH:18][C:17]([O:20][CH3:21])=[CH:16][CH:15]=3)[C:9](=[O:22])[C:8]=2[CH2:23][CH3:24])=[O:94])[N:89]([C:105]2[CH:110]=[CH:109][CH:108]=[C:107]([O:111][CH3:112])[CH:106]=2)[N:88]=1)([CH3:86])([CH3:84])[CH3:85]. The yield is 0.220. (7) The reactants are [N:1]1[CH:6]=[CH:5][CH:4]=[CH:3][C:2]=1[C:7]1[C:8]([C:15]2[C:24]3[C:19](=[CH:20][C:21]([OH:25])=[CH:22][CH:23]=3)[N:18]=[CH:17][CH:16]=2)=[C:9]2[CH2:14][CH2:13][CH2:12][N:10]2[N:11]=1.C(=O)([O-])[O-].[Cs+].[Cs+].Br[CH2:33][CH2:34][O:35][CH:36]1[CH2:41][CH2:40][CH2:39][CH2:38][O:37]1. The catalyst is CN(C=O)C. The product is [N:1]1[CH:6]=[CH:5][CH:4]=[CH:3][C:2]=1[C:7]1[C:8]([C:15]2[C:24]3[C:19](=[CH:20][C:21]([O:25][CH2:33][CH2:34][O:35][CH:36]4[CH2:41][CH2:40][CH2:39][CH2:38][O:37]4)=[CH:22][CH:23]=3)[N:18]=[CH:17][CH:16]=2)=[C:9]2[CH2:14][CH2:13][CH2:12][N:10]2[N:11]=1. The yield is 0.810.